From a dataset of Peptide-MHC class I binding affinity with 185,985 pairs from IEDB/IMGT. Regression. Given a peptide amino acid sequence and an MHC pseudo amino acid sequence, predict their binding affinity value. This is MHC class I binding data. (1) The peptide sequence is PTMEIEDQEY. The MHC is HLA-A30:02 with pseudo-sequence HLA-A30:02. The binding affinity (normalized) is 0.160. (2) The peptide sequence is TIDKSSPLYI. The MHC is HLA-A02:06 with pseudo-sequence HLA-A02:06. The binding affinity (normalized) is 0.306. (3) The peptide sequence is LYRYIQWLR. The MHC is HLA-A69:01 with pseudo-sequence HLA-A69:01. The binding affinity (normalized) is 0.0847. (4) The peptide sequence is IIWKGIYTY. The MHC is HLA-A32:01 with pseudo-sequence HLA-A32:01. The binding affinity (normalized) is 0.890. (5) The peptide sequence is TINEEAAEW. The MHC is HLA-A02:01 with pseudo-sequence HLA-A02:01. The binding affinity (normalized) is 0.350.